Predict the product of the given reaction. From a dataset of Forward reaction prediction with 1.9M reactions from USPTO patents (1976-2016). (1) Given the reactants [CH2:1](Br)[C:2]1[CH:7]=[CH:6][CH:5]=[CH:4][CH:3]=1.[N-:9]=[N+:10]=[N-:11].[Na+], predict the reaction product. The product is: [N:9]([CH2:1][C:2]1[CH:7]=[CH:6][CH:5]=[CH:4][CH:3]=1)=[N+:10]=[N-:11]. (2) Given the reactants [Br:1][C:2]1[C:3]([CH3:22])=[C:4]([NH:8][C:9](=[O:21])[C:10]2[CH:15]=[C:14]([F:16])[CH:13]=[C:12]([F:17])[C:11]=2[N+:18]([O-])=O)[CH:5]=[CH:6][CH:7]=1.[NH4+].[Cl-], predict the reaction product. The product is: [NH2:18][C:11]1[C:12]([F:17])=[CH:13][C:14]([F:16])=[CH:15][C:10]=1[C:9]([NH:8][C:4]1[CH:5]=[CH:6][CH:7]=[C:2]([Br:1])[C:3]=1[CH3:22])=[O:21].